From a dataset of Full USPTO retrosynthesis dataset with 1.9M reactions from patents (1976-2016). Predict the reactants needed to synthesize the given product. (1) Given the product [F:6][C:5]([F:7])([C:8]1[CH:9]=[CH:10][CH:11]=[CH:12][CH:13]=1)[CH2:4][NH2:1], predict the reactants needed to synthesize it. The reactants are: [N:1]([CH2:4][C:5]([C:8]1[CH:13]=[CH:12][CH:11]=[CH:10][CH:9]=1)([F:7])[F:6])=[N+]=[N-]. (2) Given the product [F:1][C:2]([F:12])([F:11])[C@H:3]([OH:10])[CH2:4][CH2:5][OH:6], predict the reactants needed to synthesize it. The reactants are: [F:1][C:2]([F:12])([F:11])[C@H:3]([OH:10])[CH2:4][C:5](OCC)=[O:6].[H-].[Al+3].[Li+].[H-].[H-].[H-]. (3) Given the product [CH2:20]([O:3][C:4]1[C:9](=[O:10])[CH:8]=[C:7]([CH:11]([OH:16])[C:12]([F:15])([F:13])[F:14])[N:6]([CH3:17])[C:5]=1[CH2:18][OH:19])[C:21]1[CH:26]=[CH:25][CH:24]=[CH:23][CH:22]=1, predict the reactants needed to synthesize it. The reactants are: [OH-].[Na+].[OH:3][C:4]1[C:9](=[O:10])[CH:8]=[C:7]([CH:11]([OH:16])[C:12]([F:15])([F:14])[F:13])[N:6]([CH3:17])[C:5]=1[CH2:18][OH:19].[CH2:20](Br)[C:21]1[CH:26]=[CH:25][CH:24]=[CH:23][CH:22]=1. (4) Given the product [NH2:10][C:8]1[CH:7]=[CH:6][C:5]([N:13]2[CH2:18][CH2:17][O:16][CH2:15][C:14]2=[O:19])=[C:4]([F:3])[CH:9]=1, predict the reactants needed to synthesize it. The reactants are: O.Cl.[F:3][C:4]1[CH:9]=[C:8]([N+:10]([O-])=O)[CH:7]=[CH:6][C:5]=1[N:13]1[CH2:18][CH2:17][O:16][CH2:15][C:14]1=[O:19].C([O-])(O)=O.[Na+]. (5) The reactants are: [CH3:1][C:2]1([CH3:14])[C:6]([CH3:8])([CH3:7])[O:5][B:4]([C:9]2[CH:10]=[N:11][NH:12][CH:13]=2)[O:3]1.[H-].[Na+].Br[CH2:18][CH2:19][N:20]([CH2:23][CH3:24])[CH2:21][CH3:22].[I-].[K+]. Given the product [CH2:19]([N:20]([CH2:23][CH3:24])[CH2:21][CH2:22][N:12]1[CH:13]=[C:9]([B:4]2[O:5][C:6]([CH3:7])([CH3:8])[C:2]([CH3:14])([CH3:1])[O:3]2)[CH:10]=[N:11]1)[CH3:18], predict the reactants needed to synthesize it.